Dataset: Catalyst prediction with 721,799 reactions and 888 catalyst types from USPTO. Task: Predict which catalyst facilitates the given reaction. (1) Reactant: CCN(C(C)C)C(C)C.CS(O[CH2:15][CH2:16][O:17][C:18]1[CH:23]=[CH:22][C:21]([CH:24]2[CH2:29][CH2:28][N:27]([C:30]3[CH:31]=[CH:32][C:33]4[N:34]([C:36]([C:39]([F:42])([F:41])[F:40])=[N:37][N:38]=4)[N:35]=3)[CH2:26][CH2:25]2)=[CH:20][CH:19]=1)(=O)=O.[C:43]([N:46]1[CH2:51][CH2:50][NH:49][CH2:48][CH2:47]1)(=[O:45])[CH3:44].[OH-].[Na+]. Product: [C:43]([N:46]1[CH2:51][CH2:50][N:49]([CH2:15][CH2:16][O:17][C:18]2[CH:23]=[CH:22][C:21]([CH:24]3[CH2:25][CH2:26][N:27]([C:30]4[CH:31]=[CH:32][C:33]5[N:34]([C:36]([C:39]([F:41])([F:40])[F:42])=[N:37][N:38]=5)[N:35]=4)[CH2:28][CH2:29]3)=[CH:20][CH:19]=2)[CH2:48][CH2:47]1)(=[O:45])[CH3:44]. The catalyst class is: 44. (2) The catalyst class is: 2. Product: [CH2:1]([O:5][CH2:6][CH2:7][O:8][C:9]1[CH:14]=[CH:13][C:12]([C:15]2[CH:16]=[CH:17][C:18]3[N:24]([CH2:25][CH:26]([CH3:27])[CH3:28])[CH2:23][CH2:22][C:21]([C:29]([NH:31][C:32]4[CH:50]=[CH:49][C:35]5[N:36]=[C:37]([S:39]([CH2:40][C:41]6[N:45]([CH2:46][CH2:47][CH3:48])[CH:44]=[N:43][CH:42]=6)=[O:60])[NH:38][C:34]=5[CH:33]=4)=[O:30])=[CH:20][C:19]=3[CH:51]=2)=[CH:11][CH:10]=1)[CH2:2][CH2:3][CH3:4]. Reactant: [CH2:1]([O:5][CH2:6][CH2:7][O:8][C:9]1[CH:14]=[CH:13][C:12]([C:15]2[CH:16]=[CH:17][C:18]3[N:24]([CH2:25][CH:26]([CH3:28])[CH3:27])[CH2:23][CH2:22][C:21]([C:29]([NH:31][C:32]4[CH:50]=[CH:49][C:35]5[N:36]=[C:37]([S:39][CH2:40][C:41]6[N:45]([CH2:46][CH2:47][CH3:48])[CH:44]=[N:43][CH:42]=6)[NH:38][C:34]=5[CH:33]=4)=[O:30])=[CH:20][C:19]=3[CH:51]=2)=[CH:11][CH:10]=1)[CH2:2][CH2:3][CH3:4].ClC1C=CC=C(C(OO)=[O:60])C=1.S([O-])([O-])(=O)=S.[Na+].[Na+]. (3) Reactant: [CH3:1][C@H:2]1[CH2:7][N:6]([CH2:8][C:9]2[CH:18]=[N:17][C:16]3[NH:15][C:14](=[O:19])[N:13]4[N:20]=[CH:21][N:22]=[C:12]4[C:11]=3[CH:10]=2)[CH2:5][C@@H:4]([CH3:23])[O:3]1.[F:24][C:25]([F:36])([F:35])[O:26][C:27]1[CH:34]=[CH:33][C:30]([CH2:31]Br)=[CH:29][CH:28]=1.C(=O)([O-])[O-].[K+].[K+]. Product: [CH3:1][C@H:2]1[CH2:7][N:6]([CH2:8][C:9]2[CH:18]=[N:17][C:16]3[N:15]([CH2:31][C:30]4[CH:33]=[CH:34][C:27]([O:26][C:25]([F:24])([F:35])[F:36])=[CH:28][CH:29]=4)[C:14](=[O:19])[N:13]4[N:20]=[CH:21][N:22]=[C:12]4[C:11]=3[CH:10]=2)[CH2:5][C@@H:4]([CH3:23])[O:3]1. The catalyst class is: 9. (4) Reactant: [CH3:1][C:2]1[NH:3][C:4]2[C:9]([CH:10]=1)=[C:8]([S:11]([CH3:14])(=[O:13])=[O:12])[C:7]([CH3:15])=[CH:6][CH:5]=2.II.[S:18]1[CH:22]=[CH:21][N:20]=[C:19]1[SH:23].[H-].[Na+].Br[CH2:27][C:28]([O:30]C)=[O:29].[OH-].[Li+].Cl. Product: [CH3:1][C:2]1[N:3]([CH2:27][C:28]([OH:30])=[O:29])[C:4]2[C:9]([C:10]=1[S:23][C:19]1[S:18][CH:22]=[C:21]([C:4]3[CH:9]=[CH:8][CH:7]=[CH:6][CH:5]=3)[N:20]=1)=[C:8]([S:11]([CH3:14])(=[O:13])=[O:12])[C:7]([CH3:15])=[CH:6][CH:5]=2. The catalyst class is: 18.